This data is from Peptide-MHC class II binding affinity with 134,281 pairs from IEDB. The task is: Regression. Given a peptide amino acid sequence and an MHC pseudo amino acid sequence, predict their binding affinity value. This is MHC class II binding data. The peptide sequence is SDSWLKDSAIMVASD. The MHC is DRB1_1302 with pseudo-sequence DRB1_1302. The binding affinity (normalized) is 0.632.